This data is from Reaction yield outcomes from USPTO patents with 853,638 reactions. The task is: Predict the reaction yield, written as a fraction of the theoretical maximum amount of product (1.0 means a 100% yield; for example, 0.34 means a 34% yield). (1) The reactants are Br[C:2]1[O:6][C:5]([CH2:7][N:8]2[C:16]3[C:11](=[CH:12][CH:13]=[CH:14][CH:15]=3)[C:10]3([CH2:20][O:19][C:18]4[CH:21]=[C:22]5[C:26](=[CH:27][C:17]3=4)[CH2:25][CH2:24][O:23]5)[C:9]2=[O:28])=[CH:4][CH:3]=1.[N:29]1[CH:34]=[CH:33][C:32](B(O)O)=[CH:31][CH:30]=1.C(=O)([O-])[O-].[Na+].[Na+]. The catalyst is CN(C)C=O.C1C=CC([P]([Pd]([P](C2C=CC=CC=2)(C2C=CC=CC=2)C2C=CC=CC=2)([P](C2C=CC=CC=2)(C2C=CC=CC=2)C2C=CC=CC=2)[P](C2C=CC=CC=2)(C2C=CC=CC=2)C2C=CC=CC=2)(C2C=CC=CC=2)C2C=CC=CC=2)=CC=1. The product is [N:29]1[CH:34]=[CH:33][C:32]([C:2]2[O:6][C:5]([CH2:7][N:8]3[C:16]4[C:11](=[CH:12][CH:13]=[CH:14][CH:15]=4)[C:10]4([CH2:20][O:19][C:18]5[CH:21]=[C:22]6[C:26](=[CH:27][C:17]4=5)[CH2:25][CH2:24][O:23]6)[C:9]3=[O:28])=[CH:4][CH:3]=2)=[CH:31][CH:30]=1. The yield is 0.660. (2) The reactants are [NH2:1][CH2:2][C:3]([NH2:5])=[O:4].C[Al](C)C.[Cl:10][C:11]1[CH:21]=[C:20](/[CH:22]=[CH:23]/[CH:24]([C:29]2[CH:34]=[C:33]([Cl:35])[C:32]([Cl:36])=[C:31]([Cl:37])[CH:30]=2)[C:25]([F:28])([F:27])[F:26])[CH:19]=[CH:18][C:12]=1[C:13](OCC)=[O:14]. The catalyst is C(Cl)Cl. The product is [Cl:10][C:11]1[CH:21]=[C:20](/[CH:22]=[CH:23]/[CH:24]([C:29]2[CH:30]=[C:31]([Cl:37])[C:32]([Cl:36])=[C:33]([Cl:35])[CH:34]=2)[C:25]([F:26])([F:27])[F:28])[CH:19]=[CH:18][C:12]=1[C:13]([NH:1][CH2:2][C:3](=[O:4])[NH:5][CH2:24][C:25]([F:28])([F:27])[F:26])=[O:14]. The yield is 0.500.